From a dataset of Catalyst prediction with 721,799 reactions and 888 catalyst types from USPTO. Predict which catalyst facilitates the given reaction. (1) Reactant: [CH3:1][O:2][CH2:3][C:4](Cl)=[O:5].[Cl:7][C:8]1[C:9]([C:29]2[N:33]3[CH:34]=[CH:35][CH:36]=[CH:37][C:32]3=[N:31][CH:30]=2)=[N:10][C:11]([NH:14][C:15]2[CH:20]=[CH:19][C:18]([N:21]3[CH2:26][CH2:25][NH:24][CH2:23][CH2:22]3)=[CH:17][C:16]=2[O:27][CH3:28])=[N:12][CH:13]=1.C(N(CC)C(C)C)(C)C. Product: [Cl:7][C:8]1[C:9]([C:29]2[N:33]3[CH:34]=[CH:35][CH:36]=[CH:37][C:32]3=[N:31][CH:30]=2)=[N:10][C:11]([NH:14][C:15]2[CH:20]=[CH:19][C:18]([N:21]3[CH2:22][CH2:23][N:24]([C:4](=[O:5])[CH2:3][O:2][CH3:1])[CH2:25][CH2:26]3)=[CH:17][C:16]=2[O:27][CH3:28])=[N:12][CH:13]=1. The catalyst class is: 4. (2) Reactant: [C:1]([O:11]C)(=O)[CH2:2][CH2:3][CH2:4][CH2:5][C:6]([O:8][CH3:9])=[O:7].[Cl-].[Cl-].[Cl-].[Al+3].ClCCl. Product: [CH3:9][O:8][C:6]([CH:5]1[CH2:4][CH2:3][CH2:2][C:1]1=[O:11])=[O:7]. The catalyst class is: 66. (3) Reactant: [CH3:1][O:2][C:3]1[N:4]=[N:5][CH:6]=[CH:7][CH:8]=1.[CH3:9][O:10][C:11]([C:13]#[C:14][C:15]([O:17][CH3:18])=[O:16])=[O:12]. Product: [CH3:1][O:2][C:3]1[CH:8]=[CH:7][C:6]2[N:5]([C:13]([C:11]([O:10][CH3:9])=[O:12])=[C:14]([C:15]([O:17][CH3:18])=[O:16])[C:13]=2[C:11]([O:10][CH3:9])=[O:12])[N:4]=1. The catalyst class is: 5. (4) Reactant: [CH2:1]([CH:3]([C:6]1[C:10]([C:11](OCC)=[O:12])=[CH:9][N:8]([C:16]2[CH:21]=[CH:20][C:19]([C:22]([F:25])([F:24])[F:23])=[CH:18][N:17]=2)[N:7]=1)[CH2:4][CH3:5])[CH3:2].[H-].C([Al+]CC(C)C)C(C)C.Cl. Product: [CH2:1]([CH:3]([C:6]1[C:10]([CH2:11][OH:12])=[CH:9][N:8]([C:16]2[CH:21]=[CH:20][C:19]([C:22]([F:24])([F:25])[F:23])=[CH:18][N:17]=2)[N:7]=1)[CH2:4][CH3:5])[CH3:2]. The catalyst class is: 188. (5) Reactant: [CH3:1][O:2][C:3]1[CH:8]=[CH:7][C:6]([C:9]2[C:13]3[C:14]([CH3:30])=[N:15][C:16]([C:25]([O:27][CH2:28][CH3:29])=[O:26])=[C:17]([O:18][C:19](=[O:24])[C:20]([CH3:23])([CH3:22])[CH3:21])[C:12]=3[O:11][N:10]=2)=[CH:5][CH:4]=1.C1C(=O)N([Br:38])C(=O)C1.C(OOC(=O)C1C=CC=CC=1)(=O)C1C=CC=CC=1.C(Cl)(Cl)(Cl)Cl. Product: [Br:38][CH2:30][C:14]1[C:13]2[C:9]([C:6]3[CH:7]=[CH:8][C:3]([O:2][CH3:1])=[CH:4][CH:5]=3)=[N:10][O:11][C:12]=2[C:17]([O:18][C:19](=[O:24])[C:20]([CH3:23])([CH3:22])[CH3:21])=[C:16]([C:25]([O:27][CH2:28][CH3:29])=[O:26])[N:15]=1. The catalyst class is: 2. (6) Reactant: [Cu][C:2]#N.C[Li].[Cl-].C([Al+]CC)C.[O:12]=[C:13]([C:21]1[CH:34]=[CH:33][C:24]2[N:25]=[C:26]([C:28]3[S:29][CH:30]=[CH:31][CH:32]=3)[O:27][C:23]=2[CH:22]=1)/[CH:14]=[CH:15]/[C:16]([O:18][CH2:19][CH3:20])=[O:17].[Cl-].[NH4+]. Product: [CH3:2][CH:15]([CH2:14][C:13](=[O:12])[C:21]1[CH:34]=[CH:33][C:24]2[N:25]=[C:26]([C:28]3[S:29][CH:30]=[CH:31][CH:32]=3)[O:27][C:23]=2[CH:22]=1)[C:16]([O:18][CH2:19][CH3:20])=[O:17]. The catalyst class is: 134. (7) Reactant: F[C:2]1[CH:7]=[CH:6][C:5]([N+:8]([O-:10])=[O:9])=[CH:4][CH:3]=1.C([O-])([O-])=O.[Cs+].[Cs+].[CH2:17]([OH:20])[CH2:18][OH:19].CCCCCC.C(OCC)(=O)C. Product: [N+:8]([C:5]1[CH:6]=[CH:7][C:2]([O:19][CH2:18][CH2:17][OH:20])=[CH:3][CH:4]=1)([O-:10])=[O:9]. The catalyst class is: 6. (8) Reactant: [CH2:1]([O:3][CH:4]([O:8][CH2:9][CH3:10])[C@@H:5]([NH2:7])[CH3:6])[CH3:2].Br[CH2:12][C:13]1[C:18]2[N:19]=[C:20]([N:22](C(OC(C)(C)C)=O)[C:23]([O:25][C:26]([CH3:29])([CH3:28])[CH3:27])=[O:24])[S:21][C:17]=2[CH:16]=[CH:15][CH:14]=1.C(=O)([O-])[O-].[K+].[K+]. Product: [CH2:1]([O:3][CH:4]([O:8][CH2:9][CH3:10])[C@@H:5]([NH:7][CH2:12][C:13]1[C:18]2[N:19]=[C:20]([NH:22][C:23](=[O:24])[O:25][C:26]([CH3:28])([CH3:27])[CH3:29])[S:21][C:17]=2[CH:16]=[CH:15][CH:14]=1)[CH3:6])[CH3:2]. The catalyst class is: 10. (9) Reactant: [CH:1]([S:3]([N:6]1[CH2:11][CH2:10][CH:9]([C:12]2[C:20]3[C:15](=[C:16]([C:27]([NH2:29])=[O:28])[CH:17]=[C:18]([C:21]4[CH:26]=[CH:25][CH:24]=[CH:23][CH:22]=4)[CH:19]=3)[NH:14][CH:13]=2)[CH2:8][CH2:7]1)(=[O:5])=[O:4])=[CH2:2].[OH-:30].[Na+]. Product: [OH:30][CH2:2][CH2:1][S:3]([N:6]1[CH2:7][CH2:8][CH:9]([C:12]2[C:20]3[C:15](=[C:16]([C:27]([NH2:29])=[O:28])[CH:17]=[C:18]([C:21]4[CH:26]=[CH:25][CH:24]=[CH:23][CH:22]=4)[CH:19]=3)[NH:14][CH:13]=2)[CH2:10][CH2:11]1)(=[O:5])=[O:4]. The catalyst class is: 16.